Dataset: Forward reaction prediction with 1.9M reactions from USPTO patents (1976-2016). Task: Predict the product of the given reaction. (1) Given the reactants [CH:1]1([O:6][CH2:7][CH2:8][O:9][C:10]2[CH:20]=[CH:19][C:13]([O:14][CH2:15][CH:16]3[CH2:18][O:17]3)=[CH:12][CH:11]=2)[CH2:5][CH2:4][CH2:3][CH2:2]1.[O:21]([CH2:28][CH2:29][NH2:30])[C:22]1[CH:27]=[CH:26][CH:25]=[CH:24][CH:23]=1, predict the reaction product. The product is: [O:21]([CH2:28][CH2:29][NH:30][CH2:18][CH:16]([OH:17])[CH2:15][O:14][C:13]1[CH:19]=[CH:20][C:10]([O:9][CH2:8][CH2:7][O:6][CH:1]2[CH2:5][CH2:4][CH2:3][CH2:2]2)=[CH:11][CH:12]=1)[C:22]1[CH:27]=[CH:26][CH:25]=[CH:24][CH:23]=1. (2) The product is: [Br:1][C:2]1[CH:3]=[C:4]2[C:9](=[CH:10][CH:11]=1)[C:8](=[O:12])[NH:7][C:6](=[O:13])/[C:5]/2=[CH:14]\[NH:31][C:28]1[CH:27]=[CH:26][C:25]([N:24]([CH2:23][CH2:22][N:21]([CH2:17][CH2:18][CH2:19][CH3:20])[CH3:33])[CH3:32])=[CH:30][CH:29]=1. Given the reactants [Br:1][C:2]1[CH:3]=[C:4]2[C:9](=[CH:10][CH:11]=1)[C:8](=[O:12])[NH:7][C:6](=[O:13])/[C:5]/2=[CH:14]/OC.[CH2:17]([N:21]([CH3:33])[CH2:22][CH2:23][N:24]([CH3:32])[C:25]1[CH:30]=[CH:29][C:28]([NH2:31])=[CH:27][CH:26]=1)[CH2:18][CH2:19][CH3:20].C(O)(C(F)(F)F)=O.C(N(CC)CC)C, predict the reaction product. (3) The product is: [CH3:42][C:33]1([CH3:32])[O:38][C@@H:37]([CH2:39][O:40][NH:41][C:12](=[O:14])[C:11]2[CH:15]=[CH:16][C:17]([F:20])=[C:18]([F:19])[C:10]=2[NH:9][C:6]2[CH:7]=[CH:8][C:3]([CH2:1][CH3:2])=[CH:4][C:5]=2[F:21])[CH2:36][O:34]1. Given the reactants [CH2:1]([C:3]1[CH:8]=[CH:7][C:6]([NH:9][C:10]2[C:18]([F:19])=[C:17]([F:20])[CH:16]=[CH:15][C:11]=2[C:12]([OH:14])=O)=[C:5]([F:21])[CH:4]=1)[CH3:2].CC1(C)O[C@H](CNO)CO1.[CH3:32][C:33]1([CH3:42])[O:38][C@@H:37]([CH2:39][O:40][NH2:41])[CH2:36]C[O:34]1.C(N(CC)CC)C.F[P-](F)(F)(F)(F)F.N1(O[P+](N2CCCC2)(N2CCCC2)N2CCCC2)C2C=CC=CC=2N=N1, predict the reaction product. (4) Given the reactants [CH2:1]([CH:5]([C:11]([O:13][CH2:14][CH3:15])=[O:12])[C:6]([O:8][CH2:9][CH3:10])=[O:7])[CH2:2][CH2:3][CH3:4].[CH2:16]([O:23][C:24]1[CH:31]=[CH:30][C:27]([CH2:28]Cl)=[CH:26][CH:25]=1)[C:17]1[CH:22]=[CH:21][CH:20]=[CH:19][CH:18]=1.[H-].[Na+], predict the reaction product. The product is: [CH2:16]([O:23][C:24]1[CH:31]=[CH:30][C:27]([CH2:28][C:5]([CH2:1][CH2:2][CH2:3][CH3:4])([C:6]([O:8][CH2:9][CH3:10])=[O:7])[C:11]([O:13][CH2:14][CH3:15])=[O:12])=[CH:26][CH:25]=1)[C:17]1[CH:22]=[CH:21][CH:20]=[CH:19][CH:18]=1. (5) Given the reactants [Cl:1][C:2]1[CH:3]=[C:4]([N:8]2[C:13](=[O:14])[C:12]([OH:15])=[C:11]([C:16]3[CH:21]=[CH:20][C:19]([S:22]([CH3:25])(=[O:24])=[O:23])=[CH:18][CH:17]=3)[CH:10]=[N:9]2)[CH:5]=[CH:6][CH:7]=1.[C:26]1([CH3:36])[CH:31]=[CH:30][C:29]([S:32](Cl)(=[O:34])=[O:33])=[CH:28][CH:27]=1.O, predict the reaction product. The product is: [Cl:1][C:2]1[CH:3]=[C:4]([N:8]2[C:13](=[O:14])[C:12]([O:15][S:32]([C:29]3[CH:30]=[CH:31][C:26]([CH3:36])=[CH:27][CH:28]=3)(=[O:34])=[O:33])=[C:11]([C:16]3[CH:21]=[CH:20][C:19]([S:22]([CH3:25])(=[O:24])=[O:23])=[CH:18][CH:17]=3)[CH:10]=[N:9]2)[CH:5]=[CH:6][CH:7]=1. (6) Given the reactants N#N.[CH3:3][C:4]1([C:9]2[CH:10]=[C:11]([CH2:14]O)[S:12][CH:13]=2)[O:8][CH2:7][CH2:6][O:5]1.CCN(CC)CC.S([Cl:27])(C)(=O)=O, predict the reaction product. The product is: [Cl:27][CH2:14][C:11]1[S:12][CH:13]=[C:9]([C:4]2([CH3:3])[O:8][CH2:7][CH2:6][O:5]2)[CH:10]=1. (7) Given the reactants [Zn](CC)[CH2:2]C.C(O)(C(F)(F)F)=O.C(I)I.[C:16]([O:19][C@H:20]1[C@H:25]([O:26][C:27](=[O:29])[CH3:28])[C@@H:24]([O:30][C:31](=[O:33])[CH3:32])[C@H:23]([C:34]2[CH:39]=[CH:38][C:37]([Cl:40])=[C:36]([CH2:41][C:42]3[CH:47]=[CH:46][C:45]([C:48]([CH2:50][O:51][CH3:52])=[CH2:49])=[CH:44][CH:43]=3)[CH:35]=2)[O:22][C@@H:21]1[CH2:53][O:54][C:55](=[O:57])[CH3:56])(=[O:18])[CH3:17], predict the reaction product. The product is: [C:16]([O:19][C@H:20]1[C@H:25]([O:26][C:27](=[O:29])[CH3:28])[C@@H:24]([O:30][C:31](=[O:33])[CH3:32])[C@H:23]([C:34]2[CH:39]=[CH:38][C:37]([Cl:40])=[C:36]([CH2:41][C:42]3[CH:43]=[CH:44][C:45]([C:48]4([CH2:50][O:51][CH3:52])[CH2:2][CH2:49]4)=[CH:46][CH:47]=3)[CH:35]=2)[O:22][C@@H:21]1[CH2:53][O:54][C:55](=[O:57])[CH3:56])(=[O:18])[CH3:17]. (8) Given the reactants [Si]([O:8][CH2:9][C:10]([NH:13][C:14]([C:16]1[C:20]2=[N:21][C:22]([C:25]3[C:33]4[C:28](=[CH:29][C:30]([CH3:34])=[CH:31][CH:32]=4)[N:27]([CH2:35][C:36]([N:38]4[CH2:43][CH2:42][O:41][CH2:40][CH2:39]4)=[O:37])[N:26]=3)=[CH:23][N:24]=[C:19]2[N:18](C(C2C=CC=CC=2)(C2C=CC=CC=2)C2C=CC=CC=2)[CH:17]=1)=[O:15])([CH3:12])[CH3:11])(C(C)(C)C)(C)C.[ClH:63], predict the reaction product. The product is: [ClH:63].[OH:8][CH2:9][C:10]([NH:13][C:14]([C:16]1[C:20]2=[N:21][C:22]([C:25]3[C:33]4[C:28](=[CH:29][C:30]([CH3:34])=[CH:31][CH:32]=4)[N:27]([CH2:35][C:36]([N:38]4[CH2:43][CH2:42][O:41][CH2:40][CH2:39]4)=[O:37])[N:26]=3)=[CH:23][N:24]=[C:19]2[NH:18][CH:17]=1)=[O:15])([CH3:11])[CH3:12]. (9) Given the reactants [CH:1]1([CH2:4][O:5][C:6]2[N:14]=[C:13]([C:15]([O:17]CC)=[O:16])[N:12]=[C:11]3[C:7]=2[N:8]([CH2:27][C:28]2[CH:33]=[CH:32][C:31]([C:34]([F:37])([F:36])[F:35])=[CH:30][CH:29]=2)[C:9]([C:20]2[CH:25]=[CH:24][CH:23]=[C:22]([CH3:26])[CH:21]=2)=[N:10]3)[CH2:3][CH2:2]1.C(OC1N=C(C(OCC)=O)N=C2C=1N(CC1C=CC(C(F)(F)F)=CC=1)C(C1C=CC=C(C)C=1)=N2)C.O.[Li+].[OH-], predict the reaction product. The product is: [CH2:4]([O:5][C:6]1[N:14]=[C:13]([C:15]([OH:17])=[O:16])[N:12]=[C:11]2[C:7]=1[N:8]([CH2:27][C:28]1[CH:29]=[CH:30][C:31]([C:34]([F:36])([F:37])[F:35])=[CH:32][CH:33]=1)[C:9]([C:20]1[CH:25]=[CH:24][CH:23]=[C:22]([CH3:26])[CH:21]=1)=[N:10]2)[CH3:1].[CH:1]1([CH2:4][O:5][C:6]2[N:14]=[C:13]([C:15]([OH:17])=[O:16])[N:12]=[C:11]3[C:7]=2[N:8]([CH2:27][C:28]2[CH:33]=[CH:32][C:31]([C:34]([F:35])([F:36])[F:37])=[CH:30][CH:29]=2)[C:9]([C:20]2[CH:25]=[CH:24][CH:23]=[C:22]([CH3:26])[CH:21]=2)=[N:10]3)[CH2:3][CH2:2]1. (10) Given the reactants Cl[C:2]1[CH:7]=[CH:6][N:5]2[N:8]=[CH:9][C:10]([C:11]([NH:13][C:14]3[C:15]([C:20]4[CH:25]=[CH:24][CH:23]=[C:22]([Cl:26])[CH:21]=4)=[N:16][N:17]([CH3:19])[CH:18]=3)=[O:12])=[C:4]2[N:3]=1.[CH:27]1([CH2:30][NH2:31])[CH2:29][CH2:28]1.C(N(CC)C(C)C)(C)C, predict the reaction product. The product is: [Cl:26][C:22]1[CH:21]=[C:20]([C:15]2[C:14]([NH:13][C:11]([C:10]3[CH:9]=[N:8][N:5]4[CH:6]=[CH:7][C:2]([NH:31][CH2:30][CH:27]5[CH2:29][CH2:28]5)=[N:3][C:4]=34)=[O:12])=[CH:18][N:17]([CH3:19])[N:16]=2)[CH:25]=[CH:24][CH:23]=1.